From a dataset of Reaction yield outcomes from USPTO patents with 853,638 reactions. Predict the reaction yield, written as a fraction of the theoretical maximum amount of product (1.0 means a 100% yield; for example, 0.34 means a 34% yield). (1) The reactants are Cl[C:2]1[CH:11]=[CH:10][C:5]([C:6]([O:8][CH3:9])=[O:7])=[C:4]([O:12][CH3:13])[CH:3]=1.[C:14]1(B(O)O)[CH:19]=[CH:18][CH:17]=[CH:16][CH:15]=1.C(=O)([O-])[O-].[Cs+].[Cs+]. The catalyst is CN(C)C=O.C(OCC)(=O)C.Cl[Pd](Cl)([P](C1C=CC=CC=1)(C1C=CC=CC=1)C1C=CC=CC=1)[P](C1C=CC=CC=1)(C1C=CC=CC=1)C1C=CC=CC=1. The product is [CH3:13][O:12][C:4]1[CH:3]=[C:2]([C:14]2[CH:19]=[CH:18][CH:17]=[CH:16][CH:15]=2)[CH:11]=[CH:10][C:5]=1[C:6]([O:8][CH3:9])=[O:7]. The yield is 0.412. (2) The reactants are [CH3:1][C:2](=[CH2:4])[CH3:3].[CH:5]1[CH:10]=[CH:9][CH:8]=[CH:7][CH:6]=1. No catalyst specified. The product is [C:2]([C:5]1[CH:10]=[CH:9][CH:8]=[CH:7][CH:6]=1)([CH3:3])([CH3:1])[CH3:4]. The yield is 0.380. (3) The reactants are Cl[C:2]1[N:7]=[CH:6][C:5]([S:8]([NH:11][C:12]2[C:21]([NH:22][C:23]3[CH:28]=[C:27]([O:29][CH3:30])[CH:26]=[C:25]([O:31][CH3:32])[CH:24]=3)=[N:20][C:19]3[C:14](=[CH:15][CH:16]=[CH:17][CH:18]=3)[N:13]=2)(=[O:10])=[O:9])=[CH:4][CH:3]=1.[CH3:33][N:34]([CH3:38])[CH2:35][CH2:36][NH2:37]. The catalyst is CN(C=O)C. The product is [CH3:32][O:31][C:25]1[CH:24]=[C:23]([NH:22][C:21]2[C:12]([NH:11][S:8]([C:5]3[CH:6]=[N:7][C:2]([NH:37][CH2:36][CH2:35][N:34]([CH3:38])[CH3:33])=[CH:3][CH:4]=3)(=[O:10])=[O:9])=[N:13][C:14]3[C:19]([N:20]=2)=[CH:18][CH:17]=[CH:16][CH:15]=3)[CH:28]=[C:27]([O:29][CH3:30])[CH:26]=1. The yield is 0.190. (4) The catalyst is CN(C=O)C. The yield is 0.807. The reactants are [CH:1]1([CH2:7][NH:8][C:9]2[C:14]([N+:15]([O-:17])=[O:16])=[CH:13][C:12]([NH:18][C:19]3[CH:24]=[CH:23][CH:22]=[CH:21][CH:20]=3)=[C:11](F)[CH:10]=2)[CH2:6][CH2:5][CH2:4][CH2:3][CH2:2]1.[CH3:26][N:27]1[CH2:32][CH2:31][NH:30][CH2:29][CH2:28]1.CCN(C(C)C)C(C)C.O. The product is [CH:1]1([CH2:7][NH:8][C:9]2[C:14]([N+:15]([O-:17])=[O:16])=[CH:13][C:12]([NH:18][C:19]3[CH:24]=[CH:23][CH:22]=[CH:21][CH:20]=3)=[C:11]([N:30]3[CH2:31][CH2:32][N:27]([CH3:26])[CH2:28][CH2:29]3)[CH:10]=2)[CH2:6][CH2:5][CH2:4][CH2:3][CH2:2]1. (5) The reactants are [ClH:1].[OH:2][CH2:3][C:4]([N:7]1[CH2:12][CH2:11][CH:10]([NH:13]C(=O)OC(C)(C)C)[CH2:9][CH2:8]1)([CH3:6])[CH3:5]. The catalyst is CO. The product is [ClH:1].[ClH:1].[NH2:13][CH:10]1[CH2:11][CH2:12][N:7]([C:4]([CH3:6])([CH3:5])[CH2:3][OH:2])[CH2:8][CH2:9]1. The yield is 0.870.